This data is from Full USPTO retrosynthesis dataset with 1.9M reactions from patents (1976-2016). The task is: Predict the reactants needed to synthesize the given product. (1) Given the product [CH3:1][C:2]1[N:7]=[C:6]([O:8][CH2:9][C:10]2[CH:19]=[CH:18][C:13]([C:14]([OH:16])=[O:15])=[CH:12][CH:11]=2)[CH:5]=[CH:4][CH:3]=1, predict the reactants needed to synthesize it. The reactants are: [CH3:1][C:2]1[N:7]=[C:6]([O:8][CH2:9][C:10]2[CH:19]=[CH:18][C:13]([C:14]([O:16]C)=[O:15])=[CH:12][CH:11]=2)[CH:5]=[CH:4][CH:3]=1.[Li+].[OH-]. (2) Given the product [C:9]([O:13][C:14]([N:16]1[CH2:21][CH2:20][CH2:19][CH2:18][C:17]1([CH3:2])[C:22]([OH:24])=[O:23])=[O:15])([CH3:12])([CH3:10])[CH3:11], predict the reactants needed to synthesize it. The reactants are: [Li+].[CH3:2]C([N-]C(C)C)C.[C:9]([O:13][C:14]([N:16]1[CH2:21][CH2:20][CH2:19][CH2:18][CH:17]1[C:22]([OH:24])=[O:23])=[O:15])([CH3:12])([CH3:11])[CH3:10].CI. (3) Given the product [OH:25][CH2:24][CH:21]1[CH2:22][CH2:23][N:18]([C:1](=[O:4])[CH3:2])[CH2:19][CH2:20]1, predict the reactants needed to synthesize it. The reactants are: [C:1]([OH:4])(=O)[CH3:2].C(N(CC)CC)C.ClC(OCC)=O.[NH:18]1[CH2:23][CH2:22][CH:21]([CH2:24][OH:25])[CH2:20][CH2:19]1.